This data is from Forward reaction prediction with 1.9M reactions from USPTO patents (1976-2016). The task is: Predict the product of the given reaction. (1) Given the reactants CCCC[N+](CCCC)(CCCC)CCCC.[F-].[CH2:19]([C@:22]1([CH2:65][O:66][CH2:67][CH2:68][Si:69]([CH3:72])([CH3:71])[CH3:70])[CH2:27][C@H:26]([C:28]2[CH:33]=[CH:32][CH:31]=[C:30]([Cl:34])[CH:29]=2)[C@@H:25]([C:35]2[CH:40]=[CH:39][C:38]([Cl:41])=[CH:37][CH:36]=2)[N:24]([C@@H:42]([CH2:62][CH3:63])[CH2:43][O:44][Si](C(C)(C)C)(C2C=CC=CC=2)C2C=CC=CC=2)[C:23]1=[O:64])[CH:20]=[CH2:21], predict the reaction product. The product is: [CH2:19]([C@@:22]1([CH2:65][O:66][CH2:67][CH2:68][Si:69]([CH3:72])([CH3:71])[CH3:70])[CH2:27][C@H:26]([C:28]2[CH:33]=[CH:32][CH:31]=[C:30]([Cl:34])[CH:29]=2)[C@@H:25]([C:35]2[CH:36]=[CH:37][C:38]([Cl:41])=[CH:39][CH:40]=2)[N:24]([C@@H:42]([CH2:62][CH3:63])[CH2:43][OH:44])[C:23]1=[O:64])[CH:20]=[CH2:21]. (2) Given the reactants [CH:1]([N:4]([C@H:23]1[CH2:28][CH2:27][C@H:26]([C:29]([O:31][CH3:32])=[O:30])[CH2:25][CH2:24]1)[S:5]([C:8]1[CH:9]=[C:10]([CH:20]=[CH:21][CH:22]=1)[C:11]([O:13]CC[Si](C)(C)C)=[O:12])(=[O:7])=[O:6])([CH3:3])[CH3:2].CCCC[N+](CCCC)(CCCC)CCCC.[F-].Cl, predict the reaction product. The product is: [CH:1]([N:4]([C@H:23]1[CH2:28][CH2:27][C@H:26]([C:29]([O:31][CH3:32])=[O:30])[CH2:25][CH2:24]1)[S:5]([C:8]1[CH:9]=[C:10]([CH:20]=[CH:21][CH:22]=1)[C:11]([OH:13])=[O:12])(=[O:7])=[O:6])([CH3:3])[CH3:2]. (3) Given the reactants O=P(Cl)(Cl)[Cl:3].[CH:6]1([C:9]2[N:14]=[C:13](O)[CH:12]=[CH:11][N:10]=2)[CH2:8][CH2:7]1, predict the reaction product. The product is: [Cl:3][C:13]1[CH:12]=[CH:11][N:10]=[C:9]([CH:6]2[CH2:8][CH2:7]2)[N:14]=1. (4) Given the reactants [OH:1][CH:2]1[CH:7]([C:8]2[CH:13]=[CH:12][C:11]([O:14][CH2:15][CH2:16][CH2:17][O:18][CH2:19][C:20]3[CH:25]=[CH:24][CH:23]=[CH:22][C:21]=3[O:26][CH3:27])=[CH:10][CH:9]=2)[CH2:6][CH2:5][N:4]([C:28]([O:30][C:31]([CH3:34])([CH3:33])[CH3:32])=[O:29])[CH2:3]1.Cl[CH2:36][C:37]1[O:38][C:39]2[C:45]([CH2:46][CH2:47][NH:48][C:49](=[O:51])[CH3:50])=[CH:44][CH:43]=[CH:42][C:40]=2[CH:41]=1, predict the reaction product. The product is: [C:49]([NH:48][CH2:47][CH2:46][C:45]1[C:39]2[O:38][C:37]([CH2:36][O:1][CH:2]3[CH:7]([C:8]4[CH:13]=[CH:12][C:11]([O:14][CH2:15][CH2:16][CH2:17][O:18][CH2:19][C:20]5[CH:25]=[CH:24][CH:23]=[CH:22][C:21]=5[O:26][CH3:27])=[CH:10][CH:9]=4)[CH2:6][CH2:5][N:4]([C:28]([O:30][C:31]([CH3:34])([CH3:33])[CH3:32])=[O:29])[CH2:3]3)=[CH:41][C:40]=2[CH:42]=[CH:43][CH:44]=1)(=[O:51])[CH3:50].